This data is from Catalyst prediction with 721,799 reactions and 888 catalyst types from USPTO. The task is: Predict which catalyst facilitates the given reaction. (1) Product: [NH2:11][C@H:12]1[CH2:17][CH2:16][N:15]([C:18]2[O:19][CH:20]=[C:21]([C:23]([O:25][CH2:26][CH3:27])=[O:24])[N:22]=2)[CH2:14][C@H:13]1[O:28][CH3:29]. The catalyst class is: 63. Reactant: C(OC([NH:11][C@H:12]1[CH2:17][CH2:16][N:15]([C:18]2[O:19][CH:20]=[C:21]([C:23]([O:25][CH2:26][CH3:27])=[O:24])[N:22]=2)[CH2:14][C@H:13]1[O:28][CH3:29])=O)C1C=CC=CC=1. (2) Reactant: [N+:1]([C:4]1[O:8][C:7]([C:9](Cl)=[O:10])=[CH:6][CH:5]=1)([O-:3])=[O:2].Cl.Cl.[N:14]1([C:20]2[N:25]=[CH:24][CH:23]=[CH:22][N:21]=2)[CH2:19][CH2:18][NH:17][CH2:16][CH2:15]1. Product: [N+:1]([C:4]1[O:8][C:7]([C:9]([N:17]2[CH2:18][CH2:19][N:14]([C:20]3[N:21]=[CH:22][CH:23]=[CH:24][N:25]=3)[CH2:15][CH2:16]2)=[O:10])=[CH:6][CH:5]=1)([O-:3])=[O:2]. The catalyst class is: 624. (3) Reactant: [CH2:1]([O:8][C:9]1[CH:18]=[CH:17][C:16]([C@@H:19]([OH:22])[CH2:20][Br:21])=[CH:15][C:10]=1[C:11]([O:13][CH3:14])=[O:12])[C:2]1[CH:7]=[CH:6][CH:5]=[CH:4][CH:3]=1.N1C=CN=C1.[Si:28](Cl)([C:31]([CH3:34])([CH3:33])[CH3:32])([CH3:30])[CH3:29]. Product: [CH2:1]([O:8][C:9]1[CH:18]=[CH:17][C:16]([C@@H:19]([O:22][Si:28]([C:31]([CH3:34])([CH3:33])[CH3:32])([CH3:30])[CH3:29])[CH2:20][Br:21])=[CH:15][C:10]=1[C:11]([O:13][CH3:14])=[O:12])[C:2]1[CH:3]=[CH:4][CH:5]=[CH:6][CH:7]=1. The catalyst class is: 468.